The task is: Predict the reactants needed to synthesize the given product.. This data is from Full USPTO retrosynthesis dataset with 1.9M reactions from patents (1976-2016). (1) Given the product [C:2]1([CH2:13][C:12]([OH:11])=[O:14])([CH2:8][C:9]([NH2:1])=[O:10])[CH2:7][CH2:6][CH2:5][CH2:4][CH2:3]1, predict the reactants needed to synthesize it. The reactants are: [NH3:1].[C:2]12([CH2:13][C:12](=[O:14])[O:11][C:9](=[O:10])[CH2:8]1)[CH2:7][CH2:6][CH2:5][CH2:4][CH2:3]2.Cl. (2) Given the product [CH3:1][O:2][C:3]1[CH:4]=[CH:5][C:6]([C:9]2[C:8]3[C:3](=[CH:4][CH:5]=[CH:6][CH:7]=3)[NH:16][C:10]=2[C:11]2[S:12][CH:13]=[CH:14][CH:15]=2)=[CH:7][CH:8]=1, predict the reactants needed to synthesize it. The reactants are: [CH3:1][O:2][C:3]1[CH:8]=[CH:7][C:6]([CH2:9][C:10](=[N:16]NC2C=CC=CC=2)[C:11]2[S:12][CH:13]=[CH:14][CH:15]=2)=[CH:5][CH:4]=1.P(Cl)(Cl)Cl. (3) Given the product [O:12]=[C:13]1[CH2:18][CH2:17][CH:16]([C:19]([O:21][CH2:22][CH3:23])=[O:20])[CH2:15][CH2:14]1, predict the reactants needed to synthesize it. The reactants are: [Cr](Cl)([O-])(=O)=O.[NH+]1C=CC=CC=1.[OH:12][CH:13]1[CH2:18][CH2:17][CH:16]([C:19]([O:21][CH2:22][CH3:23])=[O:20])[CH2:15][CH2:14]1. (4) Given the product [CH3:20][N:19]([CH3:21])[C:17]1[C:16]2[C:11](=[CH:12][CH:13]=[CH:14][CH:15]=2)[N:10]=[C:9]([NH:8][C@H:4]2[CH2:5][CH2:6][CH2:7][C@H:2]([NH:1][CH2:28][C:27]3[CH:26]=[N:25][C:24]([C:23]([F:33])([F:22])[F:32])=[CH:31][CH:30]=3)[CH2:3]2)[N:18]=1, predict the reactants needed to synthesize it. The reactants are: [NH2:1][C@H:2]1[CH2:7][CH2:6][CH2:5][C@H:4]([NH:8][C:9]2[N:18]=[C:17]([N:19]([CH3:21])[CH3:20])[C:16]3[C:11](=[CH:12][CH:13]=[CH:14][CH:15]=3)[N:10]=2)[CH2:3]1.[F:22][C:23]([F:33])([F:32])[C:24]1[CH:31]=[CH:30][C:27]([CH:28]=O)=[CH:26][N:25]=1.[BH4-].[Na+].Cl.[OH-].[Na+].